From a dataset of Full USPTO retrosynthesis dataset with 1.9M reactions from patents (1976-2016). Predict the reactants needed to synthesize the given product. (1) Given the product [C:2]([C:4]1[CH:5]=[C:6]([CH:9]=[CH:10][CH:11]=1)[CH2:7][NH:8][C:12](=[O:13])[O:14][C:15]([CH3:18])([CH3:17])[CH3:16])#[N:3], predict the reactants needed to synthesize it. The reactants are: Cl.[C:2]([C:4]1[CH:5]=[C:6]([CH:9]=[CH:10][CH:11]=1)[CH2:7][NH2:8])#[N:3].[C:12](O[C:12]([O:14][C:15]([CH3:18])([CH3:17])[CH3:16])=[O:13])([O:14][C:15]([CH3:18])([CH3:17])[CH3:16])=[O:13].C(N(CC)CC)C. (2) Given the product [C:15]([C:9]1[CH:14]=[CH:13][CH:12]=[CH:11][CH:10]=1)#[C:16][CH2:1][CH2:2][CH2:3][CH2:4][CH2:5][CH3:6], predict the reactants needed to synthesize it. The reactants are: [CH:1]#[C:2][CH2:3][CH2:4][CH2:5][CH2:6]CC.[C:9]1([C:15]#[CH:16])[CH:14]=[CH:13][CH:12]=[CH:11][CH:10]=1.C(#N)C1C=CC=CC=1. (3) Given the product [Cl:29][C:23]1[CH:24]=[C:25]([F:28])[CH:26]=[CH:27][C:22]=1[C:20]1[CH:19]=[C:4]2[C:3]([C@:2]3([CH3:1])[C:8]([CH3:10])([CH3:9])[C@H:5]2[CH2:6][CH2:7]3)=[N:32][N:31]=1, predict the reactants needed to synthesize it. The reactants are: [CH3:1][C@@:2]12[C:8]([CH3:10])([CH3:9])[C@@H:5]([CH2:6][CH2:7]1)[C:4](=O)[C:3]2=O.COP([CH2:19][C:20]([C:22]1[CH:27]=[CH:26][C:25]([F:28])=[CH:24][C:23]=1[Cl:29])=O)(=O)OC.O.[NH2:31][NH2:32]. (4) Given the product [Cl:6][C:7]1[C:16]2[C:11](=[CH:12][CH:13]=[C:14]([C:46]([C:45]3[N:41]([CH3:40])[CH:42]=[N:43][CH:44]=3)([C:48]3[CH:49]=[N:50][C:51]([C:54]([F:57])([F:55])[F:56])=[CH:52][CH:53]=3)[OH:47])[CH:15]=2)[N:10]=[C:9]([O:27][CH3:28])[C:8]=1[CH2:29][C:30]1[CH:35]=[CH:34][C:33]([C:36]([F:39])([F:37])[F:38])=[CH:32][CH:31]=1, predict the reactants needed to synthesize it. The reactants are: [Li]CCCC.[Cl:6][C:7]1[C:16]2[C:11](=[CH:12][CH:13]=[C:14](C(C3C(C)=NC(C)=CC=3)O)[CH:15]=2)[N:10]=[C:9]([O:27][CH3:28])[C:8]=1[CH2:29][C:30]1[CH:35]=[CH:34][C:33]([C:36]([F:39])([F:38])[F:37])=[CH:32][CH:31]=1.[CH3:40][N:41]1[C:45]([C:46]([C:48]2[CH:49]=[N:50][C:51]([C:54]([F:57])([F:56])[F:55])=[CH:52][CH:53]=2)=[O:47])=[CH:44][N:43]=[CH:42]1.